The task is: Predict the reactants needed to synthesize the given product.. This data is from Full USPTO retrosynthesis dataset with 1.9M reactions from patents (1976-2016). (1) Given the product [C:12]([C:14]1[C:19]2[N:20]=[C:21]([C:23]([N:25]([CH3:27])[CH3:26])=[O:24])[O:22][C:18]=2[C:17]([N:9]2[CH2:10][CH2:11][C@@H:7]([N:6]([CH3:36])[CH3:5])[CH2:8]2)=[C:16]([C:29]2[CH:34]=[CH:33][CH:32]=[CH:31][CH:30]=2)[C:15]=1[CH3:35])#[N:13], predict the reactants needed to synthesize it. The reactants are: CS(C)=O.[CH3:5][NH:6][C@@H:7]1[CH2:11][CH2:10][NH:9][CH2:8]1.[C:12]([C:14]1[C:19]2[N:20]=[C:21]([C:23]([N:25]([CH3:27])[CH3:26])=[O:24])[O:22][C:18]=2[C:17](F)=[C:16]([C:29]2[CH:34]=[CH:33][CH:32]=[CH:31][CH:30]=2)[C:15]=1[CH3:35])#[N:13].[CH2:36](N(CC)CC)C. (2) Given the product [N:26]1([C:2]2[N:7]3[CH:8]=[C:9]([CH2:11][N:12]4[C@H:25]5[C@H:16]([CH2:17][CH2:18][C:19]6[C:24]5=[N:23][CH:22]=[CH:21][CH:20]=6)[CH2:15][CH2:14][CH2:13]4)[N:10]=[C:6]3[CH:5]=[CH:4][CH:3]=2)[CH2:32][CH2:31][CH2:30][NH:29][CH2:28][CH2:27]1, predict the reactants needed to synthesize it. The reactants are: F[C:2]1[N:7]2[CH:8]=[C:9]([CH2:11][N:12]3[C@H:25]4[C@H:16]([CH2:17][CH2:18][C:19]5[C:24]4=[N:23][CH:22]=[CH:21][CH:20]=5)[CH2:15][CH2:14][CH2:13]3)[N:10]=[C:6]2[CH:5]=[CH:4][CH:3]=1.[NH:26]1[CH2:32][CH2:31][CH2:30][NH:29][CH2:28][CH2:27]1.CN1CCCC1=O.